Dataset: Full USPTO retrosynthesis dataset with 1.9M reactions from patents (1976-2016). Task: Predict the reactants needed to synthesize the given product. (1) Given the product [CH3:1][O:2][C:3]([C:5]1[N:9]([CH2:10][C:11]2[CH:16]=[CH:15][C:14]([O:17][CH3:18])=[CH:13][CH:12]=2)[N:8]=[C:7]([C:19]([N:33]=[N+:34]=[N-:35])=[O:21])[CH:6]=1)=[O:4], predict the reactants needed to synthesize it. The reactants are: [CH3:1][O:2][C:3]([C:5]1[N:9]([CH2:10][C:11]2[CH:16]=[CH:15][C:14]([O:17][CH3:18])=[CH:13][CH:12]=2)[N:8]=[C:7]([C:19]([OH:21])=O)[CH:6]=1)=[O:4].C1(C)C=CC=CC=1.S(Cl)(Cl)=O.[N-:33]=[N+:34]=[N-:35].[Na+]. (2) Given the product [Cl:1][C:2]1[CH:7]=[CH:6][C:5]([C:8]2[N:12]([C:13]3[CH:18]=[CH:17][CH:16]=[CH:15][CH:14]=3)[N:11]=[C:10]([CH2:19][CH2:20][CH2:21][N:34]3[CH2:35][CH2:36][N:31]([C:26]4[CH:27]=[CH:28][C:29]([CH3:30])=[C:24]([CH3:23])[CH:25]=4)[CH2:32][CH2:33]3)[CH:9]=2)=[CH:4][CH:3]=1, predict the reactants needed to synthesize it. The reactants are: [Cl:1][C:2]1[CH:7]=[CH:6][C:5]([C:8]2[N:12]([C:13]3[CH:18]=[CH:17][CH:16]=[CH:15][CH:14]=3)[N:11]=[C:10]([CH2:19][CH2:20][CH:21]=O)[CH:9]=2)=[CH:4][CH:3]=1.[CH3:23][C:24]1[CH:25]=[C:26]([N:31]2[CH2:36][CH2:35][NH:34][CH2:33][CH2:32]2)[CH:27]=[CH:28][C:29]=1[CH3:30].CCN(C(C)C)C(C)C.[BH-](OC(C)=O)(OC(C)=O)OC(C)=O.[Na+].